This data is from NCI-60 drug combinations with 297,098 pairs across 59 cell lines. The task is: Regression. Given two drug SMILES strings and cell line genomic features, predict the synergy score measuring deviation from expected non-interaction effect. (1) Drug 1: CNC(=O)C1=NC=CC(=C1)OC2=CC=C(C=C2)NC(=O)NC3=CC(=C(C=C3)Cl)C(F)(F)F. Drug 2: C(CC(=O)O)C(=O)CN.Cl. Cell line: U251. Synergy scores: CSS=-4.75, Synergy_ZIP=-1.32, Synergy_Bliss=-3.54, Synergy_Loewe=-8.78, Synergy_HSA=-6.32. (2) Drug 2: C1=CC(=C(C=C1I)F)NC2=C(C=CC(=C2F)F)C(=O)NOCC(CO)O. Synergy scores: CSS=22.6, Synergy_ZIP=-6.11, Synergy_Bliss=-3.38, Synergy_Loewe=-0.813, Synergy_HSA=-0.0531. Cell line: OVCAR3. Drug 1: C1CC(C1)(C(=O)O)C(=O)O.[NH2-].[NH2-].[Pt+2]. (3) Drug 2: C1=NC2=C(N1)C(=S)N=C(N2)N. Drug 1: C1CCC(C1)C(CC#N)N2C=C(C=N2)C3=C4C=CNC4=NC=N3. Synergy scores: CSS=11.1, Synergy_ZIP=-4.69, Synergy_Bliss=0.638, Synergy_Loewe=-17.5, Synergy_HSA=-4.64. Cell line: MDA-MB-435. (4) Drug 1: CN1C(=O)N2C=NC(=C2N=N1)C(=O)N. Drug 2: C(CN)CNCCSP(=O)(O)O. Cell line: MCF7. Synergy scores: CSS=-0.107, Synergy_ZIP=-1.59, Synergy_Bliss=-3.80, Synergy_Loewe=-2.37, Synergy_HSA=-2.81. (5) Drug 1: CNC(=O)C1=CC=CC=C1SC2=CC3=C(C=C2)C(=NN3)C=CC4=CC=CC=N4. Drug 2: CC12CCC3C(C1CCC2O)C(CC4=C3C=CC(=C4)O)CCCCCCCCCS(=O)CCCC(C(F)(F)F)(F)F. Cell line: SK-MEL-5. Synergy scores: CSS=-6.80, Synergy_ZIP=2.67, Synergy_Bliss=1.17, Synergy_Loewe=-5.35, Synergy_HSA=-5.35.